Regression/Classification. Given a drug SMILES string, predict its absorption, distribution, metabolism, or excretion properties. Task type varies by dataset: regression for continuous measurements (e.g., permeability, clearance, half-life) or binary classification for categorical outcomes (e.g., BBB penetration, CYP inhibition). Dataset: rlm. From a dataset of Rat liver microsome stability data. The compound is CCOc1ccc(CCNC(=O)c2cc3sccc3n2Cc2ccccc2)c(F)c1OCC. The result is 1 (stable in rat liver microsomes).